Dataset: Full USPTO retrosynthesis dataset with 1.9M reactions from patents (1976-2016). Task: Predict the reactants needed to synthesize the given product. (1) The reactants are: [S:1]1[C:5]2[CH:6]=[CH:7][C:8]([N:10]3[CH2:15][CH2:14][CH:13]([CH2:16][C:17]4[N:22]=[C:21]([C:23]([O:25]C(C)(C)C)=[O:24])[C:20]([O:30][CH2:31][C:32]5[CH:37]=[CH:36][CH:35]=[CH:34][CH:33]=5)=[C:19]([CH3:38])[N:18]=4)[CH2:12][CH2:11]3)=[CH:9][C:4]=2[CH:3]=[CH:2]1.[OH-].[K+].Cl. Given the product [S:1]1[C:5]2[CH:6]=[CH:7][C:8]([N:10]3[CH2:15][CH2:14][CH:13]([CH2:16][C:17]4[N:22]=[C:21]([C:23]([OH:25])=[O:24])[C:20]([O:30][CH2:31][C:32]5[CH:37]=[CH:36][CH:35]=[CH:34][CH:33]=5)=[C:19]([CH3:38])[N:18]=4)[CH2:12][CH2:11]3)=[CH:9][C:4]=2[CH:3]=[CH:2]1, predict the reactants needed to synthesize it. (2) Given the product [N:44]1[C:43]2[C:2](=[CH:10][CH:9]=[CH:8][CH:7]=2)[CH:3]=[C:4]([C:2]2[C:3]3[C@@H:4]4[CH2:22][CH2:21][NH:20][CH2:19][CH2:18][C@@H:5]4[NH:6][C:7]=3[CH:8]=[CH:9][CH:10]=2)[CH:46]=1, predict the reactants needed to synthesize it. The reactants are: Br[C:2]1[C:3]2[CH:4]3[CH2:22][CH2:21][N:20](C(OC(C)(C)C)=O)[CH2:19][CH2:18][CH:5]3[N:6](C(OC(C)(C)C)=O)[C:7]=2[CH:8]=[CH:9][CH:10]=1.P([O-])([O-])([O-])=O.[K+].[K+].[K+].B(O)O.N#N.[CH3:43][N:44]([CH:46]=O)C. (3) Given the product [Cl:1][C:2]1[CH:3]=[C:4]([CH:7]=[C:8]([O:10][C:11]2[C:16](=[O:17])[N:15]([CH2:18][C:19]3[CH:24]=[C:23]([CH2:25][F:26])[C:22](=[O:27])[NH:21][N:20]=3)[CH:14]=[N:13][C:12]=2[C:29]([F:32])([F:30])[F:31])[CH:9]=1)[C:5]#[N:6], predict the reactants needed to synthesize it. The reactants are: [Cl:1][C:2]1[CH:3]=[C:4]([CH:7]=[C:8]([O:10][C:11]2[C:16](=[O:17])[N:15]([CH2:18][C:19]3[N:20]=[N:21][C:22]([O:27]C)=[C:23]([CH2:25][F:26])[CH:24]=3)[CH:14]=[N:13][C:12]=2[C:29]([F:32])([F:31])[F:30])[CH:9]=1)[C:5]#[N:6].C[Si](Cl)(C)C.